From a dataset of Full USPTO retrosynthesis dataset with 1.9M reactions from patents (1976-2016). Predict the reactants needed to synthesize the given product. (1) Given the product [CH3:19][O:20][C:21]1[CH:28]=[CH:27][C:24]([CH2:25][NH:26][C:2]2[C:7]([C:8]([O:10][CH2:11][CH3:12])=[O:9])=[CH:6][N:5]=[C:4]([N:13]3[CH2:18][CH2:17][O:16][CH2:15][CH2:14]3)[N:3]=2)=[CH:23][CH:22]=1, predict the reactants needed to synthesize it. The reactants are: Cl[C:2]1[C:7]([C:8]([O:10][CH2:11][CH3:12])=[O:9])=[CH:6][N:5]=[C:4]([N:13]2[CH2:18][CH2:17][O:16][CH2:15][CH2:14]2)[N:3]=1.[CH3:19][O:20][C:21]1[CH:28]=[CH:27][C:24]([CH2:25][NH2:26])=[CH:23][CH:22]=1.C(N(C(C)C)CC)(C)C. (2) Given the product [C:1]([C:5]1[CH:10]=[C:9]([N+:13]([O-:15])=[O:14])[C:8]([OH:11])=[C:7]([CH3:12])[CH:6]=1)([CH3:4])([CH3:3])[CH3:2], predict the reactants needed to synthesize it. The reactants are: [C:1]([C:5]1[CH:10]=[CH:9][C:8]([OH:11])=[C:7]([CH3:12])[CH:6]=1)([CH3:4])([CH3:3])[CH3:2].[N+:13]([O-])([OH:15])=[O:14].